Dataset: Full USPTO retrosynthesis dataset with 1.9M reactions from patents (1976-2016). Task: Predict the reactants needed to synthesize the given product. (1) Given the product [N:9]1([CH2:1][CH:2]2[C:3]3[C:8](=[CH:7][CH:6]=[CH:5][CH:4]=3)[CH2:18][CH2:19][NH:20]2)[CH2:22][CH2:23][O:24][CH2:25][CH2:26]1, predict the reactants needed to synthesize it. The reactants are: [CH2:1]([NH2:9])[CH2:2][C:3]1[CH:8]=[CH:7][CH:6]=[CH:5][CH:4]=1.COC1C=C([CH2:18][CH2:19][NH2:20])C=CC=1.N1[CH2:26][CH2:25][O:24][CH2:23][CH2:22]1.C[O-].[Na+]. (2) Given the product [CH3:1][CH2:2][C:3]1[CH:4]=[CH:5][C:6]([CH:9]([CH2:11][CH2:12][C:13]2[CH:18]=[CH:17][C:16]([N+:19]([CH3:22])([CH3:20])[CH3:21])=[CH:15][CH:14]=2)[CH3:10])=[CH:7][CH:8]=1.[OH-:24], predict the reactants needed to synthesize it. The reactants are: [CH3:1][CH2:2][C:3]1[CH:4]=[CH:5][C:6]([CH:9]([CH2:11][CH2:12][C:13]2[CH:14]=[CH:15][C:16]([N+:19]([CH3:22])([CH3:21])[CH3:20])=[CH:17][CH:18]=2)[CH3:10])=[CH:7][CH:8]=1.[Cl-].[OH-:24].[Na+]. (3) Given the product [I:20][C:21]1[CH:26]=[CH:25][C:24]([O:27][CH2:3][CH2:4][CH2:5][N:6]2[CH2:11][CH2:10][CH2:9][CH2:8][CH2:7]2)=[CH:23][CH:22]=1, predict the reactants needed to synthesize it. The reactants are: Cl.Cl[CH2:3][CH2:4][CH2:5][N:6]1[CH2:11][CH2:10][CH2:9][CH2:8][CH2:7]1.C(=O)([O-])[O-].[K+].[K+].[I-].[K+].[I:20][C:21]1[CH:26]=[CH:25][C:24]([OH:27])=[CH:23][CH:22]=1. (4) The reactants are: [CH3:1][C@@H:2]([C@@H:10]1[C@@:14]2([CH3:29])[CH2:15][CH2:16][CH2:17]/[C:18](=[CH:19]\[CH:20]=[C:21]3\[CH2:22][C@@H:23]([OH:28])[CH2:24][CH2:25][C:26]\3=C)/[C@@H:13]2[CH2:12][CH2:11]1)/[CH:3]=[CH:4]/[C@@H](C(C)C)C.[BH4-].[Na+].[CH3:32][OH:33]. Given the product [CH3:4][CH2:3][C@@H:2]([C@@H:10]1[C@@:14]2([CH3:29])[CH2:15][CH2:16][CH2:17]/[C:18](=[CH:19]\[CH:20]=[C:21]3[CH2:26][C@@H:32]([OH:33])[C:24](=[CH2:25])[C@H:23]([OH:28])[CH2:22]3)/[C@@H:13]2[CH2:12][CH2:11]1)[CH3:1], predict the reactants needed to synthesize it. (5) The reactants are: [C@@H:1]12[CH2:6][C@@H:5]1[CH2:4][NH:3][C@@H:2]2[CH2:7][NH:8][C:9]([C:11]1[N:18]2[C:14]([S:15][CH:16]=[CH:17]2)=[N:13][C:12]=1[CH3:19])=[O:10].[F:20][C:21]1[CH:22]=[C:23]([C:27]2[S:31][C:30]([CH3:32])=[N:29][C:28]=2[C:33](O)=[O:34])[CH:24]=[CH:25][CH:26]=1. Given the product [F:20][C:21]1[CH:22]=[C:23]([C:27]2[S:31][C:30]([CH3:32])=[N:29][C:28]=2[C:33]([N:3]2[CH2:4][C@@H:5]3[C@@H:1]([CH2:6]3)[C@H:2]2[CH2:7][NH:8][C:9]([C:11]2[N:18]3[C:14]([S:15][CH:16]=[CH:17]3)=[N:13][C:12]=2[CH3:19])=[O:10])=[O:34])[CH:24]=[CH:25][CH:26]=1, predict the reactants needed to synthesize it.